Dataset: Reaction yield outcomes from USPTO patents with 853,638 reactions. Task: Predict the reaction yield, written as a fraction of the theoretical maximum amount of product (1.0 means a 100% yield; for example, 0.34 means a 34% yield). (1) The reactants are CS(O[C:6]1[N:11]=[C:10]2[C:12]([Cl:16])=[N:13][CH:14]=[CH:15][C:9]2=[N:8][C:7]=1[CH3:17])(=O)=O.O1CCOCC1.[ClH:24]. The yield is 0.490. The product is [Cl:24][C:6]1[N:11]=[C:10]2[C:12]([Cl:16])=[N:13][CH:14]=[CH:15][C:9]2=[N:8][C:7]=1[CH3:17]. The catalyst is CCOC(C)=O. (2) The reactants are [CH3:1][C:2]1[CH:11]=[CH:10][CH:9]=[C:8]2[C:3]=1[CH:4]=[CH:5][CH:6]=[C:7]2[OH:12].[C:13](O)(=[O:18])[CH2:14][C:15](O)=[O:16]. No catalyst specified. The product is [OH:18][C:13]1[C:6]2[C:7](=[C:8]3[CH:9]=[CH:10][CH:11]=[C:2]([CH3:1])[C:3]3=[CH:4][CH:5]=2)[O:12][C:15](=[O:16])[CH:14]=1. The yield is 0.430. (3) The reactants are [Br:1][C:2]1[N:3]=[C:4]([C:22]2[CH:27]=[CH:26][C:25]([C:28]([F:31])([F:30])[F:29])=[CH:24][CH:23]=2)[N:5]([CH2:14][O:15][CH2:16][CH2:17][Si:18]([CH3:21])([CH3:20])[CH3:19])[C:6]=1[CH:7]1[NH:12][C:11]([Cl:13])=[N:10][CH:9]=[CH:8]1. The catalyst is CCOC(C)=O.O=[Mn]=O. The product is [Br:1][C:2]1[N:3]=[C:4]([C:22]2[CH:23]=[CH:24][C:25]([C:28]([F:31])([F:29])[F:30])=[CH:26][CH:27]=2)[N:5]([CH2:14][O:15][CH2:16][CH2:17][Si:18]([CH3:21])([CH3:20])[CH3:19])[C:6]=1[C:7]1[CH:8]=[CH:9][N:10]=[C:11]([Cl:13])[N:12]=1. The yield is 0.980. (4) The reactants are Cl[C:2]1[N:7]=[N:6][C:5]2[O:8][CH2:9][CH2:10][O:11][C:4]=2[CH:3]=1.[CH2:12]([CH2:15]OC)OC. No catalyst specified. The product is [CH:12]([C:2]1[N:7]=[N:6][C:5]2[O:8][CH2:9][CH2:10][O:11][C:4]=2[CH:3]=1)=[CH2:15]. The yield is 0.500. (5) The reactants are C(=O)([O-])[O-].[K+].[K+].[OH:7][C:8]1[CH:9]=[C:10]([CH:15]=[CH:16][C:17]=1[O:18][CH3:19])[C:11]([O:13][CH3:14])=[O:12].Br[CH2:21][CH2:22][CH2:23][Cl:24]. The catalyst is CN(C=O)C. The product is [Cl:24][CH2:23][CH2:22][CH2:21][O:7][C:8]1[CH:9]=[C:10]([CH:15]=[CH:16][C:17]=1[O:18][CH3:19])[C:11]([O:13][CH3:14])=[O:12]. The yield is 0.940. (6) The reactants are [NH:1]1[CH2:6][CH2:5][CH:4]([C:7]2[N:12]=[CH:11][C:10]([NH:13][C:14]3[N:19]=[C:18]([CH2:20][CH2:21][C:22]4[CH:27]=[CH:26][CH:25]=[CH:24][C:23]=4[CH:28]([CH3:32])[C:29]([NH2:31])=[O:30])[C:17]([C:33]([F:36])([F:35])[F:34])=[CH:16][N:15]=3)=[CH:9][CH:8]=2)[CH2:3][CH2:2]1.C=O.[C:39](O[BH-](OC(=O)C)OC(=O)C)(=O)C.[Na+]. The catalyst is CO. The product is [CH3:39][N:1]1[CH2:6][CH2:5][CH:4]([C:7]2[N:12]=[CH:11][C:10]([NH:13][C:14]3[N:19]=[C:18]([CH2:20][CH2:21][C:22]4[CH:27]=[CH:26][CH:25]=[CH:24][C:23]=4[CH:28]([CH3:32])[C:29]([NH2:31])=[O:30])[C:17]([C:33]([F:34])([F:36])[F:35])=[CH:16][N:15]=3)=[CH:9][CH:8]=2)[CH2:3][CH2:2]1. The yield is 0.300. (7) The reactants are [CH2:1]([NH:8][C:9]1[CH:10]=[C:11]([N:18]2[CH2:23][CH2:22][CH:21]([C:24](O)=[O:25])[CH2:20][CH2:19]2)[CH:12]=[CH:13][C:14]=1[N+:15]([O-:17])=[O:16])[C:2]1[CH:7]=[CH:6][CH:5]=[CH:4][CH:3]=1.[NH2:27][C:28]1[CH:33]=[CH:32][CH:31]=[CH:30][CH:29]=1.C(N(C(C)C)CC)(C)C.CN(C(ON1N=NC2C=CC=NC1=2)=[N+](C)C)C.F[P-](F)(F)(F)(F)F. The catalyst is CN(C=O)C.O. The product is [CH2:1]([NH:8][C:9]1[CH:10]=[C:11]([N:18]2[CH2:23][CH2:22][CH:21]([C:24]([NH:27][C:28]3[CH:33]=[CH:32][CH:31]=[CH:30][CH:29]=3)=[O:25])[CH2:20][CH2:19]2)[CH:12]=[CH:13][C:14]=1[N+:15]([O-:17])=[O:16])[C:2]1[CH:7]=[CH:6][CH:5]=[CH:4][CH:3]=1. The yield is 0.870. (8) The product is [ClH:16].[CH:14](=[C:10]1[CH2:11][CH2:12][CH2:13][NH:8][CH2:9]1)[CH3:15]. No catalyst specified. The yield is 0.780. The reactants are C(OC([N:8]1[CH2:13][CH2:12][CH2:11][C:10](=[CH:14][CH3:15])[CH2:9]1)=O)(C)(C)C.[ClH:16].O1CCOCC1. (9) The reactants are [Cl:1][C:2]1[CH:7]=[C:6]([CH:8]=[CH:9][N+:10]([O-])=O)[CH:5]=[CH:4][C:3]=1[F:13].[BH4-].[Li+].C[Si](Cl)(C)C. The catalyst is C1COCC1. The product is [Cl:1][C:2]1[CH:7]=[C:6]([CH2:8][CH2:9][NH2:10])[CH:5]=[CH:4][C:3]=1[F:13]. The yield is 1.00.